From a dataset of Forward reaction prediction with 1.9M reactions from USPTO patents (1976-2016). Predict the product of the given reaction. Given the reactants [CH2:1]1[CH:5]2[C@@H:6]3[CH:10]=[CH:9][C@H:8]([CH:4]2[CH:3]=[CH:2]1)[CH2:7]3, predict the reaction product. The product is: [CH2:1]1[CH:5]2[CH:6]3[CH:10]=[CH:9][CH:8]([CH:4]2[CH:3]=[CH:2]1)[CH2:7]3.